Dataset: NCI-60 drug combinations with 297,098 pairs across 59 cell lines. Task: Regression. Given two drug SMILES strings and cell line genomic features, predict the synergy score measuring deviation from expected non-interaction effect. Drug 1: C1CCC(CC1)NC(=O)N(CCCl)N=O. Drug 2: CN1C2=C(C=C(C=C2)N(CCCl)CCCl)N=C1CCCC(=O)O.Cl. Cell line: RPMI-8226. Synergy scores: CSS=27.0, Synergy_ZIP=2.38, Synergy_Bliss=4.93, Synergy_Loewe=-26.1, Synergy_HSA=1.49.